This data is from Retrosynthesis with 50K atom-mapped reactions and 10 reaction types from USPTO. The task is: Predict the reactants needed to synthesize the given product. Given the product CCOC(=O)c1cccc(Oc2ccccc2)c1CN(CC(=O)OC)S(=O)(=O)c1ccc(C)cc1, predict the reactants needed to synthesize it. The reactants are: CCOC(=O)c1cccc(Oc2ccccc2)c1CBr.COC(=O)CNS(=O)(=O)c1ccc(C)cc1.